Dataset: Peptide-MHC class II binding affinity with 134,281 pairs from IEDB. Task: Regression. Given a peptide amino acid sequence and an MHC pseudo amino acid sequence, predict their binding affinity value. This is MHC class II binding data. The MHC is DRB1_0404 with pseudo-sequence DRB1_0404. The binding affinity (normalized) is 0.810. The peptide sequence is GYKVLVLNPSVAAT.